From a dataset of Reaction yield outcomes from USPTO patents with 853,638 reactions. Predict the reaction yield, written as a fraction of the theoretical maximum amount of product (1.0 means a 100% yield; for example, 0.34 means a 34% yield). (1) The reactants are [CH3:1][O-].[Na+].[I:4][C:5]1[CH:11]=[CH:10][C:8]([NH2:9])=[C:7]([CH3:12])[C:6]=1[CH3:13].C=O.[BH4-].[Na+].[OH-].[Na+]. The catalyst is CO. The product is [I:4][C:5]1[CH:11]=[CH:10][C:8]([NH:9][CH3:1])=[C:7]([CH3:12])[C:6]=1[CH3:13]. The yield is 0.880. (2) The reactants are [NH2:1][C:2]1[S:3][C:4]([C:10]2[CH:15]=[CH:14][C:13]([F:16])=[CH:12][CH:11]=2)=[CH:5][C:6]=1[C:7]([NH2:9])=[O:8].N1C=CC=CC=1.[C:23](Cl)(=[O:25])[CH3:24]. The catalyst is O. The product is [C:23]([NH:1][C:2]1[S:3][C:4]([C:10]2[CH:15]=[CH:14][C:13]([F:16])=[CH:12][CH:11]=2)=[CH:5][C:6]=1[C:7]([NH2:9])=[O:8])(=[O:25])[CH3:24]. The yield is 0.900. (3) The reactants are [C:1]([NH:4][C:5]1[S:6][C:7]([C:10]2[CH:11]=[CH:12][C:13]3[O:19][CH2:18][CH2:17][N:16](C(OC(C)(C)C)=O)[CH2:15][C:14]=3[CH:27]=2)=[CH:8][N:9]=1)(=[O:3])[CH3:2].[ClH:28]. The yield is 0.880. The product is [ClH:28].[O:19]1[C:13]2[CH:12]=[CH:11][C:10]([C:7]3[S:6][C:5]([NH:4][C:1](=[O:3])[CH3:2])=[N:9][CH:8]=3)=[CH:27][C:14]=2[CH2:15][NH:16][CH2:17][CH2:18]1. The catalyst is CO.O1CCOCC1. (4) The reactants are [CH3:1][O:2][C:3](=[O:18])[NH:4][CH:5]1[CH2:10][CH2:9][N:8]([C:11]2[CH:16]=[CH:15][CH:14]=[C:13](Br)[CH:12]=2)[CH2:7][CH2:6]1.[B:19]1([B:19]2[O:23][C:22]([CH3:25])([CH3:24])[C:21]([CH3:27])([CH3:26])[O:20]2)[O:23][C:22]([CH3:25])([CH3:24])[C:21]([CH3:27])([CH3:26])[O:20]1.C(Cl)Cl.C([O-])(=O)C.[K+]. The catalyst is O1CCOCC1.CCOC(C)=O.C1C=CC(P(C2C=CC=CC=2)[C-]2C=CC=C2)=CC=1.C1C=CC(P(C2C=CC=CC=2)[C-]2C=CC=C2)=CC=1.Cl[Pd]Cl.[Fe+2]. The product is [CH3:26][C:21]1([CH3:27])[C:22]([CH3:25])([CH3:24])[O:23][B:19]([C:13]2[CH:12]=[C:11]([N:8]3[CH2:9][CH2:10][CH:5]([NH:4][C:3](=[O:18])[O:2][CH3:1])[CH2:6][CH2:7]3)[CH:16]=[CH:15][CH:14]=2)[O:20]1. The yield is 0.700. (5) The reactants are [Br:1][C:2]1[CH:11]=[C:10]2[C:5]([CH:6]=[CH:7][C:8]([C:12](=[O:14])[CH3:13])=[N:9]2)=[CH:4][CH:3]=1.C([O-])=O.[Na+]. The catalyst is O.O1CCCC1.CC1C=CC(C(C)C)=CC=1.CC1C=CC(C(C)C)=CC=1.Cl[Ru]Cl.Cl[Ru]Cl.CC1C=CC(S(N[C@@H]([C@H](N)C2C=CC=CC=2)C2C=CC=CC=2)(=O)=O)=CC=1. The product is [Br:1][C:2]1[CH:11]=[C:10]2[C:5]([CH:6]=[CH:7][C:8]([C@H:12]([OH:14])[CH3:13])=[N:9]2)=[CH:4][CH:3]=1. The yield is 0.980. (6) The yield is 0.460. The catalyst is O1CCCC1.ClCCl.CN(C)C1C=CN=CC=1.O. The product is [CH:34]([C:36]1[CH:45]=[C:44]2[C:39]([CH:40]=[CH:41][C:42]([C@H:46]([O:48][C:3]([C@@H:5]3[CH2:10][CH2:9][CH2:8][N:7]([C:11](=[O:29])[C@@H:12]([NH:14][C:15](=[O:28])[C@@H:16]([NH:20][C:21]([O:23][C:24]([CH3:25])([CH3:27])[CH3:26])=[O:22])[CH:17]([CH3:19])[CH3:18])[CH3:13])[NH:6]3)=[O:2])[CH3:47])=[N:43]2)=[CH:38][CH:37]=1)=[CH2:35]. The reactants are C[O:2][C:3]([C@@H:5]1[CH2:10][CH2:9][CH2:8][N:7]([C:11](=[O:29])[C@@H:12]([NH:14][C:15](=[O:28])[C@@H:16]([NH:20][C:21]([O:23][C:24]([CH3:27])([CH3:26])[CH3:25])=[O:22])[CH:17]([CH3:19])[CH3:18])[CH3:13])[NH:6]1)=O.O.[OH-].[Li+].Cl.[CH:34]([C:36]1[CH:45]=[C:44]2[C:39]([CH:40]=[CH:41][C:42]([C@H:46]([OH:48])[CH3:47])=[N:43]2)=[CH:38][CH:37]=1)=[CH2:35].Cl.CN(C)CCCN=C=NCC. (7) The yield is 0.300. The product is [Si:1]([O:8][C@H:9]1[CH2:13][CH2:12][N:11]([CH2:14][C:15]2[CH:20]=[CH:19][C:18]([C:21]3[S:29][C:28]4[C:23](=[N:24][CH:25]=[CH:26][C:27]=4[O:41][C:33]4[CH:34]=[CH:35][C:36]([N+:38]([O-:40])=[O:39])=[CH:37][C:32]=4[F:31])[CH:22]=3)=[CH:17][CH:16]=2)[CH2:10]1)([C:4]([CH3:7])([CH3:6])[CH3:5])([CH3:3])[CH3:2]. The catalyst is O(C1C=CC=CC=1)C1C=CC=CC=1.C(Cl)Cl. The reactants are [Si:1]([O:8][C@H:9]1[CH2:13][CH2:12][N:11]([CH2:14][C:15]2[CH:20]=[CH:19][C:18]([C:21]3[S:29][C:28]4[C:23](=[N:24][CH:25]=[CH:26][C:27]=4Cl)[CH:22]=3)=[CH:17][CH:16]=2)[CH2:10]1)([C:4]([CH3:7])([CH3:6])[CH3:5])([CH3:3])[CH3:2].[F:31][C:32]1[CH:37]=[C:36]([N+:38]([O-:40])=[O:39])[CH:35]=[CH:34][C:33]=1[OH:41].C(=O)([O-])[O-].[K+].[K+].CO.CCOC(C)=O. (8) The reactants are [Br:1][C:2]1[CH:7]=[CH:6][C:5]([N:8]=[C:9]=[O:10])=[CH:4][C:3]=1[S:11]([F:16])([F:15])([F:14])([F:13])[F:12].[NH2:17][C:18]1[CH:34]=[CH:33][C:21]([O:22][C:23]2[CH:28]=[CH:27][N:26]=[C:25]([C:29]([NH:31][CH3:32])=[O:30])[CH:24]=2)=[CH:20][CH:19]=1. The catalyst is C(Cl)Cl. The product is [Br:1][C:2]1[CH:7]=[CH:6][C:5]([NH:8][C:9]([NH:17][C:18]2[CH:34]=[CH:33][C:21]([O:22][C:23]3[CH:28]=[CH:27][N:26]=[C:25]([C:29]([NH:31][CH3:32])=[O:30])[CH:24]=3)=[CH:20][CH:19]=2)=[O:10])=[CH:4][C:3]=1[S:11]([F:16])([F:12])([F:13])([F:14])[F:15]. The yield is 0.720.